From a dataset of NCI-60 drug combinations with 297,098 pairs across 59 cell lines. Regression. Given two drug SMILES strings and cell line genomic features, predict the synergy score measuring deviation from expected non-interaction effect. Drug 1: COC1=C(C=C2C(=C1)N=CN=C2NC3=CC(=C(C=C3)F)Cl)OCCCN4CCOCC4. Drug 2: C1CNP(=O)(OC1)N(CCCl)CCCl. Cell line: HT29. Synergy scores: CSS=15.8, Synergy_ZIP=-9.66, Synergy_Bliss=-7.46, Synergy_Loewe=-28.3, Synergy_HSA=-6.85.